From a dataset of Catalyst prediction with 721,799 reactions and 888 catalyst types from USPTO. Predict which catalyst facilitates the given reaction. (1) Reactant: [Cl:1][C:2]1[CH:10]=[CH:9][CH:8]=[C:7]2[C:3]=1[C:4](=[O:12])[C:5](=[O:11])[NH:6]2.[H-].[Na+].Br[CH:16]([C:23]1[CH:28]=[CH:27][CH:26]=[CH:25][CH:24]=1)[C:17]1[CH:22]=[CH:21][CH:20]=[CH:19][CH:18]=1. Product: [Cl:1][C:2]1[CH:10]=[CH:9][CH:8]=[C:7]2[C:3]=1[C:4](=[O:12])[C:5](=[O:11])[N:6]2[CH:16]([C:17]1[CH:22]=[CH:21][CH:20]=[CH:19][CH:18]=1)[C:23]1[CH:28]=[CH:27][CH:26]=[CH:25][CH:24]=1. The catalyst class is: 42. (2) Reactant: [I-].[K+].[F:3][C:4]1[C:9]([N+:10]([O-:12])=[O:11])=[CH:8][C:7]([S:13](Cl)(=O)=O)=[C:6]([CH3:17])[CH:5]=1.[PH2]([O-])=O.[Na+]. Product: [S:13]([C:7]1[CH:8]=[C:9]([N+:10]([O-:12])=[O:11])[C:4]([F:3])=[CH:5][C:6]=1[CH3:17])[S:13][C:7]1[CH:8]=[C:9]([N+:10]([O-:12])=[O:11])[C:4]([F:3])=[CH:5][C:6]=1[CH3:17]. The catalyst class is: 15. (3) Reactant: [CH3:1][O:2][C:3]1[CH:8]=[C:7]([C:9]2[S:10][C:11]3[CH2:12][C:13]4[C:19]([C:20]5[CH:25]=[CH:24][C:23]([O:26][CH3:27])=[CH:22][CH:21]=5)=[N:18][N:17](COCC[Si](C)(C)C)[C:14]=4[C:15]=3[CH:16]=2)[CH:6]=[CH:5][C:4]=1[OH:36].Cl. Product: [CH3:1][O:2][C:3]1[CH:8]=[C:7]([C:9]2[S:10][C:11]3[CH2:12][C:13]4[C:19]([C:20]5[CH:25]=[CH:24][C:23]([O:26][CH3:27])=[CH:22][CH:21]=5)=[N:18][NH:17][C:14]=4[C:15]=3[CH:16]=2)[CH:6]=[CH:5][C:4]=1[OH:36]. The catalyst class is: 5. (4) Reactant: [N:1]([C@@H:4]1[CH2:9][CH2:8][N:7](C(OC(C)(C)C)=O)[CH2:6][C@H:5]1[O:17][CH3:18])=[N+:2]=[N-:3].C(O)(C(F)(F)F)=O. Product: [N:1]([C@@H:4]1[CH2:9][CH2:8][NH:7][CH2:6][C@H:5]1[O:17][CH3:18])=[N+:2]=[N-:3]. The catalyst class is: 2.